This data is from Full USPTO retrosynthesis dataset with 1.9M reactions from patents (1976-2016). The task is: Predict the reactants needed to synthesize the given product. (1) Given the product [Br:1][C:2]1[C:3](=[O:9])[NH:4][N:5]=[CH:6][C:7]=1[NH:22][CH2:21][CH:19]1[CH2:20][CH:18]1[C:13]1[CH:14]=[CH:15][CH:16]=[CH:17][C:12]=1[O:11][CH3:10], predict the reactants needed to synthesize it. The reactants are: [Br:1][C:2]1[C:3](=[O:9])[NH:4][N:5]=[CH:6][C:7]=1Br.[CH3:10][O:11][C:12]1[CH:17]=[CH:16][CH:15]=[CH:14][C:13]=1[C@@H:18]1[CH2:20][C@H:19]1[CH2:21][NH2:22].CCN(C(C)C)C(C)C. (2) Given the product [Br:9][C:5]1[CH:6]=[C:7]([CH3:8])[C:2]2[N:3]([CH:11]=[C:12]([C:14]3[CH:19]=[CH:18][C:17]([Cl:20])=[CH:16][CH:15]=3)[N:1]=2)[CH:4]=1, predict the reactants needed to synthesize it. The reactants are: [NH2:1][C:2]1[C:7]([CH3:8])=[CH:6][C:5]([Br:9])=[CH:4][N:3]=1.Br[CH2:11][C:12]([C:14]1[CH:19]=[CH:18][C:17]([Cl:20])=[CH:16][CH:15]=1)=O.C(=O)([O-])O.[Na+]. (3) The reactants are: [CH3:1][C:2]([CH3:26])([CH3:25])[C:3]([O:5][C:6]1[C:11](=[O:12])[N:10]([CH3:13])[C:9]([C:14]2[CH:19]=[CH:18][C:17]([CH3:20])=[CH:16][CH:15]=2)=[N:8][C:7]=1[C:21]([O:23][CH3:24])=[O:22])=[O:4].[Br:27]N1C(=O)CCC1=O.C(Cl)(Cl)(Cl)Cl.C(OOC(=O)C1C=CC=CC=1)(=O)C1C=CC=CC=1. Given the product [Br:27][CH2:20][C:17]1[CH:18]=[CH:19][C:14]([C:9]2[N:10]([CH3:13])[C:11](=[O:12])[C:6]([O:5][C:3](=[O:4])[C:2]([CH3:26])([CH3:25])[CH3:1])=[C:7]([C:21]([O:23][CH3:24])=[O:22])[N:8]=2)=[CH:15][CH:16]=1, predict the reactants needed to synthesize it. (4) Given the product [CH3:15][C:14]1[C:3]2[C:4](=[N:5][C:6]3[C:11]([C:2]=2[C:22]#[N:23])=[CH:10][CH:9]=[CH:8][CH:7]=3)[N:12]([C:16]2[CH:21]=[CH:20][CH:19]=[CH:18][N:17]=2)[N:13]=1, predict the reactants needed to synthesize it. The reactants are: Cl[C:2]1[C:11]2[C:6](=[CH:7][CH:8]=[CH:9][CH:10]=2)[N:5]=[C:4]2[N:12]([C:16]3[CH:21]=[CH:20][CH:19]=[CH:18][N:17]=3)[N:13]=[C:14]([CH3:15])[C:3]=12.[C-:22]#[N:23].[K+].C1OCCOCCOCCOCCOCCOC1.[OH-].[Na+]. (5) Given the product [CH2:1]([O:8][C:9]([CH2:11][N:12]1[C:17]([C:18]2[CH:23]=[CH:22][CH:21]=[C:20]([N:32]([CH3:31])[CH3:28])[CH:19]=2)=[C:16]([Cl:25])[N:15]=[C:14]([Cl:26])[C:13]1=[O:27])=[O:10])[C:2]1[CH:7]=[CH:6][CH:5]=[CH:4][CH:3]=1, predict the reactants needed to synthesize it. The reactants are: [CH2:1]([O:8][C:9]([CH2:11][N:12]1[C:17]([C:18]2[CH:23]=[CH:22][CH:21]=[C:20](N)[CH:19]=2)=[C:16]([Cl:25])[N:15]=[C:14]([Cl:26])[C:13]1=[O:27])=[O:10])[C:2]1[CH:7]=[CH:6][CH:5]=[CH:4][CH:3]=1.[CH2:28]=O.[BH3-][C:31]#[N:32].[Na+].